From a dataset of Reaction yield outcomes from USPTO patents with 853,638 reactions. Predict the reaction yield, written as a fraction of the theoretical maximum amount of product (1.0 means a 100% yield; for example, 0.34 means a 34% yield). (1) The reactants are [NH2:1][C:2](=[N:33][OH:34])[C:3]1[CH:4]=[C:5]2[C:10](=[CH:11][CH:12]=1)[C:9](=[O:13])[N:8]([CH2:14][CH:15]([CH3:17])[CH3:16])[C:7]([CH2:18][NH:19][C:20](=[O:26])[O:21][C:22]([CH3:25])([CH3:24])[CH3:23])=[C:6]2[C:27]1[CH:32]=[CH:31][CH:30]=[CH:29][CH:28]=1.C(O)(=O)C[C:37](CC(O)=O)(C(O)=O)[OH:38]. The catalyst is C(OCC)(=O)C. The product is [CH2:14]([N:8]1[C:7]([CH2:18][NH:19][C:20](=[O:26])[O:21][C:22]([CH3:25])([CH3:23])[CH3:24])=[C:6]([C:27]2[CH:28]=[CH:29][CH:30]=[CH:31][CH:32]=2)[C:5]2[C:10](=[CH:11][CH:12]=[C:3]([C:2]3[NH:1][C:37](=[O:38])[O:34][N:33]=3)[CH:4]=2)[C:9]1=[O:13])[CH:15]([CH3:17])[CH3:16]. The yield is 0.930. (2) The reactants are [Br:1][C:2]1[CH:15]=[CH:14][C:5]([O:6][Si:7]([C:10]([CH3:13])([CH3:12])[CH3:11])([CH3:9])[CH3:8])=[CH:4][C:3]=1[CH2:16]Br.CN(C=O)C.[C:23]1(=[O:33])[NH:27][C:26](=[O:28])[C:25]2=[CH:29][CH:30]=[CH:31][CH:32]=[C:24]12.[K].CCOCC. The catalyst is O. The product is [Br:1][C:2]1[CH:15]=[CH:14][C:5]([O:6][Si:7]([C:10]([CH3:13])([CH3:12])[CH3:11])([CH3:9])[CH3:8])=[CH:4][C:3]=1[CH2:16][N:27]1[C:23](=[O:33])[C:24]2[C:25](=[CH:29][CH:30]=[CH:31][CH:32]=2)[C:26]1=[O:28]. The yield is 0.680. (3) The reactants are [OH:1][C:2]1[CH:10]=[CH:9][C:5]([C:6]([NH2:8])=[O:7])=[CH:4][CH:3]=1.[C:11]([O:15][C:16]([N:18]1[CH2:23][CH2:22][CH:21]([N:24]2[C:28]3=[N:29][CH:30]=[N:31][C:32](Cl)=[C:27]3[CH:26]=[N:25]2)[CH2:20][CH2:19]1)=[O:17])([CH3:14])([CH3:13])[CH3:12].C(=O)([O-])[O-].[K+].[K+].C(=O)([O-])[O-].[Na+].[Na+]. The catalyst is CN(C)C=O. The product is [C:11]([O:15][C:16]([N:18]1[CH2:19][CH2:20][CH:21]([N:24]2[C:28]3=[N:29][CH:30]=[N:31][C:32]([O:1][C:2]4[CH:10]=[CH:9][C:5]([C:6](=[O:7])[NH2:8])=[CH:4][CH:3]=4)=[C:27]3[CH:26]=[N:25]2)[CH2:22][CH2:23]1)=[O:17])([CH3:14])([CH3:12])[CH3:13]. The yield is 0.180. (4) The reactants are [O:1]=[S:2]1(=[O:12])[CH2:7][CH2:6][N:5]([CH2:8][CH2:9][CH2:10][OH:11])[CH2:4][CH2:3]1.[Cl:13][C:14]1[C:23]2[C:18](=[CH:19][C:20](O)=[C:21]([C:24]#[N:25])[CH:22]=2)[N:17]=[CH:16][CH:15]=1.C1(P(C2C=CC=CC=2)C2C=CC=CC=2)C=CC=CC=1.N(C(OCC)=O)=NC(OCC)=O. The catalyst is C(Cl)Cl. The product is [Cl:13][C:14]1[C:23]2[C:18](=[CH:19][C:20]([O:11][CH2:10][CH2:9][CH2:8][N:5]3[CH2:6][CH2:7][S:2](=[O:1])(=[O:12])[CH2:3][CH2:4]3)=[C:21]([C:24]#[N:25])[CH:22]=2)[N:17]=[CH:16][CH:15]=1. The yield is 0.870. (5) The reactants are C([O:8][C:9]1[CH:10]=[CH:11][CH:12]=[C:13]2[C:18]=1[N:17]=[C:16]([NH:19][C:20]1[CH:25]=[CH:24][C:23]([O:26][CH2:27][C:28]3([CH3:32])[CH2:31][O:30][CH2:29]3)=[CH:22][C:21]=1[N+:33]([O-])=O)[CH:15]=[CH:14]2)C1C=CC=CC=1.[CH2:36](N(CC)CC)C.C(O)=O.C(O)(=O)C.C(N)=N. The catalyst is [OH-].[OH-].[Pd+2].C(O)C. The product is [CH3:32][C:28]1([CH2:27][O:26][C:23]2[CH:24]=[CH:25][C:20]3[N:19]([C:16]4[CH:15]=[CH:14][C:13]5[C:18](=[C:9]([OH:8])[CH:10]=[CH:11][CH:12]=5)[N:17]=4)[CH:36]=[N:33][C:21]=3[CH:22]=2)[CH2:31][O:30][CH2:29]1. The yield is 0.820. (6) The reactants are [CH2:1]([O:3][C@@H:4]([CH2:17][C:18]1[CH:23]=[CH:22][C:21]([O:24][CH2:25][CH2:26][N:27]2[C:40]3[CH:39]=[CH:38][CH:37]=[CH:36][C:35]=3[O:34][C:33]3[C:28]2=[CH:29][CH:30]=[CH:31][CH:32]=3)=[CH:20][CH:19]=1)[C:5](N[C@@H](C1C=CC=CC=1)CO)=[O:6])[CH3:2].C(=O)([O-])[OH:42].[Na+]. The product is [CH2:1]([O:3][C@@H:4]([CH2:17][C:18]1[CH:23]=[CH:22][C:21]([O:24][CH2:25][CH2:26][N:27]2[C:40]3[CH:39]=[CH:38][CH:37]=[CH:36][C:35]=3[O:34][C:33]3[C:28]2=[CH:29][CH:30]=[CH:31][CH:32]=3)=[CH:20][CH:19]=1)[C:5]([OH:6])=[O:42])[CH3:2]. The catalyst is S(=O)(=O)(O)O.O1CCOCC1.O. The yield is 0.540. (7) The reactants are [Cl:1][C:2]1[C:3]([O:16][CH3:17])=[CH:4][C:5]2[O:10][CH:9]([C:11]([OH:13])=O)[C:8](=[O:14])[NH:7][C:6]=2[CH:15]=1.[F:18][C:19]1[CH:33]=[CH:32][C:22]([CH2:23][C:24]2([C:30]#[N:31])[CH2:29][CH2:28][NH:27][CH2:26][CH2:25]2)=[CH:21][CH:20]=1.CCN=C=NCCCN(C)C.C1C=CC2N(O)N=NC=2C=1.CCN(C(C)C)C(C)C. The catalyst is CN(C=O)C.O. The product is [Cl:1][C:2]1[C:3]([O:16][CH3:17])=[CH:4][C:5]2[O:10][CH:9]([C:11]([N:27]3[CH2:28][CH2:29][C:24]([CH2:23][C:22]4[CH:21]=[CH:20][C:19]([F:18])=[CH:33][CH:32]=4)([C:30]#[N:31])[CH2:25][CH2:26]3)=[O:13])[C:8](=[O:14])[NH:7][C:6]=2[CH:15]=1. The yield is 0.451. (8) The reactants are [Br:1][C:2]1[CH:17]=[CH:16][C:5]2[N:6]=[C:7]([O:9][CH:10]3[CH2:15][CH2:14][NH:13][CH2:12][CH2:11]3)[S:8][C:4]=2[CH:3]=1.Cl[C:19]1[N:24]=[CH:23][C:22]([CH2:25][CH2:26][CH3:27])=[CH:21][N:20]=1.C([O-])([O-])=O.[K+].[K+]. The catalyst is CN(C=O)C.O. The product is [Br:1][C:2]1[CH:17]=[CH:16][C:5]2[N:6]=[C:7]([O:9][CH:10]3[CH2:11][CH2:12][N:13]([C:19]4[N:24]=[CH:23][C:22]([CH2:25][CH2:26][CH3:27])=[CH:21][N:20]=4)[CH2:14][CH2:15]3)[S:8][C:4]=2[CH:3]=1. The yield is 0.500. (9) The reactants are [CH3:1][O:2][C:3]1[CH:24]=[CH:23][C:6]([CH2:7][N:8]2[CH:17]=[C:16]3[C:10]([CH2:11][CH:12]([CH3:22])[CH2:13][C:14]4[S:20][C:19]([NH2:21])=[N:18][C:15]=43)=[N:9]2)=[CH:5][CH:4]=1.Cl[C:26]1[N:31]=[C:30]([CH3:32])[CH:29]=[CH:28][N:27]=1.CC1(C)C2C(=C(P(C3C=CC=CC=3)C3C=CC=CC=3)C=CC=2)OC2C(P(C3C=CC=CC=3)C3C=CC=CC=3)=CC=CC1=2.C([O-])([O-])=O.[Cs+].[Cs+]. The catalyst is O1CCOCC1.C1C=CC(/C=C/C(/C=C/C2C=CC=CC=2)=O)=CC=1.C1C=CC(/C=C/C(/C=C/C2C=CC=CC=2)=O)=CC=1.C1C=CC(/C=C/C(/C=C/C2C=CC=CC=2)=O)=CC=1.[Pd].[Pd]. The product is [CH3:1][O:2][C:3]1[CH:4]=[CH:5][C:6]([CH2:7][N:8]2[CH:17]=[C:16]3[C:10]([CH2:11][CH:12]([CH3:22])[CH2:13][C:14]4[S:20][C:19]([NH:21][C:26]5[N:31]=[C:30]([CH3:32])[CH:29]=[CH:28][N:27]=5)=[N:18][C:15]=43)=[N:9]2)=[CH:23][CH:24]=1. The yield is 0.450. (10) The reactants are Br[C:2]1[C:3]2[S:11][C:10]([CH3:12])=[CH:9][C:4]=2[C:5](=O)[NH:6][CH:7]=1.[Cu][C:14]#[N:15].O.[ClH:17]. The catalyst is CN(C)C=O.[Fe](Cl)(Cl)Cl. The product is [Cl:17][C:5]1[C:4]2[CH:9]=[C:10]([CH3:12])[S:11][C:3]=2[C:2]([C:14]#[N:15])=[CH:7][N:6]=1. The yield is 0.400.